Regression. Given two drug SMILES strings and cell line genomic features, predict the synergy score measuring deviation from expected non-interaction effect. From a dataset of NCI-60 drug combinations with 297,098 pairs across 59 cell lines. (1) Drug 1: CCN(CC)CCNC(=O)C1=C(NC(=C1C)C=C2C3=C(C=CC(=C3)F)NC2=O)C. Drug 2: C1CN1C2=NC(=NC(=N2)N3CC3)N4CC4. Cell line: NCI-H460. Synergy scores: CSS=50.2, Synergy_ZIP=2.34, Synergy_Bliss=0.575, Synergy_Loewe=-13.7, Synergy_HSA=-0.340. (2) Synergy scores: CSS=0.678, Synergy_ZIP=-0.0201, Synergy_Bliss=0.556, Synergy_Loewe=-3.98, Synergy_HSA=-1.91. Cell line: OVCAR-4. Drug 2: CN(CCCl)CCCl.Cl. Drug 1: CN(C)N=NC1=C(NC=N1)C(=O)N. (3) Drug 1: CC(CN1CC(=O)NC(=O)C1)N2CC(=O)NC(=O)C2. Synergy scores: CSS=17.2, Synergy_ZIP=-1.25, Synergy_Bliss=3.24, Synergy_Loewe=1.17, Synergy_HSA=1.18. Drug 2: CC(C)CN1C=NC2=C1C3=CC=CC=C3N=C2N. Cell line: UACC62. (4) Drug 1: CC1=CC2C(CCC3(C2CCC3(C(=O)C)OC(=O)C)C)C4(C1=CC(=O)CC4)C. Drug 2: CCC1(CC2CC(C3=C(CCN(C2)C1)C4=CC=CC=C4N3)(C5=C(C=C6C(=C5)C78CCN9C7C(C=CC9)(C(C(C8N6C=O)(C(=O)OC)O)OC(=O)C)CC)OC)C(=O)OC)O.OS(=O)(=O)O. Cell line: ACHN. Synergy scores: CSS=1.14, Synergy_ZIP=-0.385, Synergy_Bliss=0.405, Synergy_Loewe=-0.496, Synergy_HSA=-0.494. (5) Cell line: SN12C. Drug 1: C1CCC(C1)C(CC#N)N2C=C(C=N2)C3=C4C=CNC4=NC=N3. Drug 2: C1=NNC2=C1C(=O)NC=N2. Synergy scores: CSS=4.37, Synergy_ZIP=-1.89, Synergy_Bliss=0.510, Synergy_Loewe=-3.90, Synergy_HSA=0.165. (6) Cell line: SNB-75. Synergy scores: CSS=64.8, Synergy_ZIP=-3.89, Synergy_Bliss=0.0612, Synergy_Loewe=-1.92, Synergy_HSA=0.0156. Drug 1: C1C(C(OC1N2C=C(C(=O)NC2=O)F)CO)O. Drug 2: CC1C(C(CC(O1)OC2CC(OC(C2O)C)OC3=CC4=CC5=C(C(=O)C(C(C5)C(C(=O)C(C(C)O)O)OC)OC6CC(C(C(O6)C)O)OC7CC(C(C(O7)C)O)OC8CC(C(C(O8)C)O)(C)O)C(=C4C(=C3C)O)O)O)O. (7) Drug 1: C1CCC(CC1)NC(=O)N(CCCl)N=O. Drug 2: C1=CN(C(=O)N=C1N)C2C(C(C(O2)CO)O)O.Cl. Cell line: SR. Synergy scores: CSS=51.1, Synergy_ZIP=-1.30, Synergy_Bliss=-2.61, Synergy_Loewe=-0.361, Synergy_HSA=1.31.